From a dataset of Full USPTO retrosynthesis dataset with 1.9M reactions from patents (1976-2016). Predict the reactants needed to synthesize the given product. (1) Given the product [Cl:21][C:22]1[CH:27]=[CH:26][C:25]([S:28]([NH:1][C@H:2]([CH2:3][OH:4])[CH:5]([C:6]([F:7])([F:8])[F:9])[C:10]([F:11])([F:12])[F:13])(=[O:30])=[O:29])=[CH:24][CH:23]=1, predict the reactants needed to synthesize it. The reactants are: [NH2:1][C@@H:2]([CH:5]([C:10]([F:13])([F:12])[F:11])[C:6]([F:9])([F:8])[F:7])[CH2:3][OH:4].CN1CCOCC1.[Cl:21][C:22]1[CH:27]=[CH:26][C:25]([S:28](Cl)(=[O:30])=[O:29])=[CH:24][CH:23]=1.O. (2) Given the product [ClH:23].[CH3:12][N:8]1[CH2:7][C:6]([CH3:14])([CH3:13])[C:5]2[N:4]=[CH:3][C:2]([NH:1][C:15](=[O:22])[C:16]3[CH:21]=[CH:20][CH:19]=[CH:18][CH:17]=3)=[CH:11][C:10]=2[CH2:9]1, predict the reactants needed to synthesize it. The reactants are: [NH2:1][C:2]1[CH:3]=[N:4][C:5]2[C:6]([CH3:14])([CH3:13])[CH2:7][N:8]([CH3:12])[CH2:9][C:10]=2[CH:11]=1.[C:15]([Cl:23])(=[O:22])[C:16]1[CH:21]=[CH:20][CH:19]=[CH:18][CH:17]=1. (3) Given the product [C:23]([O:22][C:20]([N:6]1[CH2:7][C@H:3]([CH2:1][CH3:2])[C@H:4]([C:8]([OH:10])=[O:9])[CH2:5]1)=[O:21])([CH3:26])([CH3:25])[CH3:24], predict the reactants needed to synthesize it. The reactants are: [CH2:1]([C@H:3]1[CH2:7][NH:6][CH2:5][C@H:4]1[C:8]([O:10]CC)=[O:9])[CH3:2].Cl.C([O-])([O-])=O.[Na+].[Na+].[C:20](O[C:20]([O:22][C:23]([CH3:26])([CH3:25])[CH3:24])=[O:21])([O:22][C:23]([CH3:26])([CH3:25])[CH3:24])=[O:21]. (4) Given the product [CH3:1][O:2][C:3]1[CH:4]=[C:5]([CH:8]=[CH:9][C:10]=1[CH3:11])[CH2:6][Cl:12], predict the reactants needed to synthesize it. The reactants are: [CH3:1][O:2][C:3]1[CH:4]=[C:5]([CH:8]=[CH:9][C:10]=1[CH3:11])[CH2:6]O.[ClH:12].C(OC(C)C)(C)C. (5) Given the product [F:28][C:27]([F:30])([F:29])[S:24]([O:23][C:20]1[C:21]2[C:12]([N:13]=[C:14]3[C:19]=1[CH2:18][CH2:17][CH2:16][CH2:15]3)=[CH:11][CH:10]=[C:9]([Cl:8])[CH:22]=2)(=[O:26])=[O:25], predict the reactants needed to synthesize it. The reactants are: C(N(CC)CC)C.[Cl:8][C:9]1[CH:22]=[C:21]2[C:12]([NH:13][C:14]3[CH2:15][CH2:16][CH2:17][CH2:18][C:19]=3[C:20]2=[O:23])=[CH:11][CH:10]=1.[S:24](O[S:24]([C:27]([F:30])([F:29])[F:28])(=[O:26])=[O:25])([C:27]([F:30])([F:29])[F:28])(=[O:26])=[O:25]. (6) Given the product [CH3:18][C:19]1[CH:27]=[CH:26][C:22]([C:23]([OH:25])=[O:24])=[CH:21][C:20]=1[C:2]1[CH:3]=[C:4]2[C:8](=[CH:9][CH:10]=1)[C:7](=[O:11])[N:6]([C:12]1[CH:17]=[CH:16][CH:15]=[CH:14][CH:13]=1)[CH2:5]2, predict the reactants needed to synthesize it. The reactants are: Br[C:2]1[CH:3]=[C:4]2[C:8](=[CH:9][CH:10]=1)[C:7](=[O:11])[N:6]([C:12]1[CH:17]=[CH:16][CH:15]=[CH:14][CH:13]=1)[CH2:5]2.[CH3:18][C:19]1[CH:27]=[CH:26][C:22]([C:23]([OH:25])=[O:24])=[CH:21][C:20]=1B1OC(C)(C)C(C)(C)O1.[OH-].[Na+].C(Cl)(Cl)Cl. (7) Given the product [Cl:1][C:2]1[CH:7]=[CH:6][C:5]([S:8][C:9]2[C:17]3[C:12](=[N:13][CH:14]=[CH:15][CH:16]=3)[NH:11][C:10]=2[CH:18]([C:20]2[CH:25]=[CH:24][CH:23]=[CH:22][CH:21]=2)[OH:19])=[CH:4][CH:3]=1, predict the reactants needed to synthesize it. The reactants are: [Cl:1][C:2]1[CH:7]=[CH:6][C:5]([S:8][C:9]2[C:17]3[C:12](=[N:13][CH:14]=[CH:15][CH:16]=3)[NH:11][C:10]=2[CH:18]=[O:19])=[CH:4][CH:3]=1.[C:20]1([Mg]Br)[CH:25]=[CH:24][CH:23]=[CH:22][CH:21]=1. (8) Given the product [BrH:1].[CH2:6]([O:5][C:3](=[O:4])[CH2:2][N:10]1[CH:11]=[CH:12][CH:13]=[CH:14][C:9]1=[NH:8])[CH3:7], predict the reactants needed to synthesize it. The reactants are: [Br:1][CH2:2][C:3]([O:5][CH2:6][CH3:7])=[O:4].[NH2:8][C:9]1[CH:14]=[CH:13][CH:12]=[CH:11][N:10]=1. (9) Given the product [OH:35][CH2:34][CH2:33][NH:32][C:29]([C:26]1[S:25][C:21]2[N:22]=[CH:23][N:24]=[C:19]([NH:18][C:12]3[CH:13]=[CH:14][C:15]([F:17])=[CH:16][C:11]=3[O:10][C@H:7]3[CH2:8][CH2:9][C@H:5]([NH:4][C:1](=[O:3])[CH3:2])[CH2:6]3)[C:20]=2[C:27]=1[CH3:28])=[O:30], predict the reactants needed to synthesize it. The reactants are: [C:1]([NH:4][C@H:5]1[CH2:9][CH2:8][C@H:7]([O:10][C:11]2[CH:16]=[C:15]([F:17])[CH:14]=[CH:13][C:12]=2[NH:18][C:19]2[C:20]3[C:27]([CH3:28])=[C:26]([C:29](O)=[O:30])[S:25][C:21]=3[N:22]=[CH:23][N:24]=2)[CH2:6]1)(=[O:3])[CH3:2].[NH2:32][CH2:33][CH2:34][OH:35]. (10) Given the product [Cl:1][C:2]1[N:7]=[CH:6][C:5]([C:8]2[CH:9]=[CH:10][C:11]3[N:12]([C:14]([I:42])=[C:15]([NH:17][C:18](=[O:20])[CH3:19])[N:16]=3)[N:13]=2)=[CH:4][C:3]=1[NH:21][S:22]([C:25]1[CH:30]=[CH:29][CH:28]=[C:27]([O:31][CH:32]([F:34])[F:33])[CH:26]=1)(=[O:24])=[O:23], predict the reactants needed to synthesize it. The reactants are: [Cl:1][C:2]1[N:7]=[CH:6][C:5]([C:8]2[CH:9]=[CH:10][C:11]3[N:12]([CH:14]=[C:15]([NH:17][C:18](=[O:20])[CH3:19])[N:16]=3)[N:13]=2)=[CH:4][C:3]=1[NH:21][S:22]([C:25]1[CH:30]=[CH:29][CH:28]=[C:27]([O:31][CH:32]([F:34])[F:33])[CH:26]=1)(=[O:24])=[O:23].C1C(=O)N([I:42])C(=O)C1.